From a dataset of Forward reaction prediction with 1.9M reactions from USPTO patents (1976-2016). Predict the product of the given reaction. (1) Given the reactants [CH:1]1([C:5]2[C:9]3[CH2:10][N:11](C(OC(C)(C)C)=O)[CH:12]([CH3:14])[CH2:13][C:8]=3[NH:7][N:6]=2)[CH2:4][CH2:3][CH2:2]1.[ClH:22].O1CCOCC1, predict the reaction product. The product is: [CH:1]1([C:5]2[C:9]3[CH2:10][NH:11][CH:12]([CH3:14])[CH2:13][C:8]=3[NH:7][N:6]=2)[CH2:4][CH2:3][CH2:2]1.[ClH:22]. (2) Given the reactants [Li+].C[Si]([N-][Si](C)(C)C)(C)C.[NH2:11][C:12]1[CH:17]=[CH:16][CH:15]=[CH:14][CH:13]=1.Cl[C:19]1[CH:28]=[CH:27][C:26]2[C:21](=[C:22]([C:29]3[NH:37][C:36]4[CH:35]([CH3:38])[CH2:34][NH:33][C:32](=[O:39])[C:31]=4[CH:30]=3)[CH:23]=[CH:24][CH:25]=2)[N:20]=1.C(O)(C(F)(F)F)=O, predict the reaction product. The product is: [CH3:38][CH:35]1[CH2:34][NH:33][C:32](=[O:39])[C:31]2[CH:30]=[C:29]([C:22]3[CH:23]=[CH:24][CH:25]=[C:26]4[C:21]=3[N:20]=[C:19]([NH:11][C:12]3[CH:17]=[CH:16][CH:15]=[CH:14][CH:13]=3)[CH:28]=[CH:27]4)[NH:37][C:36]1=2. (3) Given the reactants CN1CCOCC1.CN(C(ON1N=NC2C=CC=CC1=2)=[N+](C)C)C.F[P-](F)(F)(F)(F)F.O.ON1C2C=CC=CC=2N=N1.[CH3:43][N:44]([CH3:54])[C:45]1[CH:53]=[CH:52][C:48]([C:49]([OH:51])=O)=[CH:47][CH:46]=1.[NH2:55][C@@H:56]([CH2:79][CH:80]([CH3:82])[CH3:81])[C:57]([N:59]1[CH2:63][CH2:62][C@H:61]2[N:64]([C:71](=[O:78])[C:72]3[CH:77]=[CH:76][CH:75]=[CH:74][CH:73]=3)[CH2:65][C:66]([O:69][CH3:70])([O:67][CH3:68])[C@@H:60]12)=[O:58], predict the reaction product. The product is: [C:71]([N:64]1[C@H:61]2[C@H:60]([N:59]([C:57]([C@@H:56]([NH:55][C:49](=[O:51])[C:48]3[CH:47]=[CH:46][C:45]([N:44]([CH3:43])[CH3:54])=[CH:53][CH:52]=3)[CH2:79][CH:80]([CH3:82])[CH3:81])=[O:58])[CH2:63][CH2:62]2)[C:66]([O:67][CH3:68])([O:69][CH3:70])[CH2:65]1)(=[O:78])[C:72]1[CH:73]=[CH:74][CH:75]=[CH:76][CH:77]=1.